This data is from Forward reaction prediction with 1.9M reactions from USPTO patents (1976-2016). The task is: Predict the product of the given reaction. Given the reactants [NH2:1][C:2]1[CH:3]=[N:4][N:5]([CH3:24])[C:6]=1[N:7]1[CH2:13][CH2:12][CH:11]([O:14][CH2:15][CH3:16])[CH:10]([NH:17]C(=O)C(F)(F)F)[CH2:9][CH2:8]1.C(OC([NH:32][C:33]1[S:37][C:36]([C:38]2[C:43]([F:44])=[CH:42][CH:41]=[CH:40][C:39]=2[F:45])=[N:35][C:34]=1[C:46](O)=[O:47])=O)(C)(C)C, predict the reaction product. The product is: [NH2:32][C:33]1[S:37][C:36]([C:38]2[C:43]([F:44])=[CH:42][CH:41]=[CH:40][C:39]=2[F:45])=[N:35][C:34]=1[C:46]([NH:1][C:2]1[CH:3]=[N:4][N:5]([CH3:24])[C:6]=1[N:7]1[CH2:13][CH2:12][CH:11]([O:14][CH2:15][CH3:16])[CH:10]([NH2:17])[CH2:9][CH2:8]1)=[O:47].